This data is from Peptide-MHC class II binding affinity with 134,281 pairs from IEDB. The task is: Regression. Given a peptide amino acid sequence and an MHC pseudo amino acid sequence, predict their binding affinity value. This is MHC class II binding data. (1) The binding affinity (normalized) is 0.379. The peptide sequence is AEEVKVIPAGELQVI. The MHC is HLA-DPA10103-DPB10201 with pseudo-sequence HLA-DPA10103-DPB10201. (2) The peptide sequence is SVLLVVVLFAVFLGS. The MHC is HLA-DPA10103-DPB10301 with pseudo-sequence HLA-DPA10103-DPB10301. The binding affinity (normalized) is 0. (3) The peptide sequence is PQPQLPYPQPQLPY. The MHC is HLA-DPA10103-DPB10401 with pseudo-sequence HLA-DPA10103-DPB10401. The binding affinity (normalized) is 0.0584. (4) The peptide sequence is SEFIKFAEGRRGAAE. The MHC is DRB1_0701 with pseudo-sequence DRB1_0701. The binding affinity (normalized) is 0.501. (5) The peptide sequence is GAMAKKGQEDKLRKA. The MHC is HLA-DQA10401-DQB10402 with pseudo-sequence HLA-DQA10401-DQB10402. The binding affinity (normalized) is 0. (6) The peptide sequence is STWYGKPTGAGPKDN. The MHC is DRB1_0405 with pseudo-sequence DRB1_0405. The binding affinity (normalized) is 0.165. (7) The peptide sequence is EAIIRILQQLLFIHF. The MHC is DRB1_0405 with pseudo-sequence DRB1_0405. The binding affinity (normalized) is 0.413. (8) The peptide sequence is AFKVAATAANYAPAN. The MHC is HLA-DPA10103-DPB10301 with pseudo-sequence HLA-DPA10103-DPB10301. The binding affinity (normalized) is 0.507. (9) The peptide sequence is VRYTTEGGTKTEAEDVIPEG. The MHC is DRB1_0301 with pseudo-sequence DRB1_0301. The binding affinity (normalized) is 0.176.